Dataset: Catalyst prediction with 721,799 reactions and 888 catalyst types from USPTO. Task: Predict which catalyst facilitates the given reaction. Reactant: [F:1][C:2]1[CH:7]=[C:6]([F:8])[CH:5]=[CH:4][C:3]=1[C:9]1[CH:14]=[CH:13][CH:12]=[CH:11][C:10]=1[C:15](=O)[CH3:16].C([O-])(=O)C.[NH4+].C([BH3-])#[N:24].[Na+]. Product: [F:1][C:2]1[CH:7]=[C:6]([F:8])[CH:5]=[CH:4][C:3]=1[C:9]1[CH:14]=[CH:13][CH:12]=[CH:11][C:10]=1[CH:15]([NH2:24])[CH3:16]. The catalyst class is: 5.